This data is from Forward reaction prediction with 1.9M reactions from USPTO patents (1976-2016). The task is: Predict the product of the given reaction. Given the reactants [CH2:1]([N:8]1[C:12](=[CH:13][N+:14]([O-])=O)[CH2:11][CH2:10][CH:9]1[C:17]([O:19]C)=O)[C:2]1[CH:7]=[CH:6][CH:5]=[CH:4][CH:3]=1, predict the reaction product. The product is: [CH2:1]([N:8]1[CH:12]2[CH2:11][CH2:10][CH:9]1[C:17](=[O:19])[NH:14][CH2:13]2)[C:2]1[CH:7]=[CH:6][CH:5]=[CH:4][CH:3]=1.